Dataset: Catalyst prediction with 721,799 reactions and 888 catalyst types from USPTO. Task: Predict which catalyst facilitates the given reaction. (1) Reactant: [Cl:1][C:2]1[CH:7]=[CH:6][C:5](/[CH:8]=[CH:9]/[C:10]([OH:12])=O)=[C:4]([CH2:13][N:14]2[N:18]=[N:17][C:16]([CH3:19])=[N:15]2)[CH:3]=1.[CH3:20][C:21]1[N:22]=[N:23][N:24]([CH:26]2[CH2:31][CH2:30][NH:29][CH2:28][CH2:27]2)[CH:25]=1.CCN(C(C)C)C(C)C.C(P1(=O)OP(CCC)(=O)OP(CCC)(=O)O1)CC. Product: [Cl:1][C:2]1[CH:7]=[CH:6][C:5](/[CH:8]=[CH:9]/[C:10]([N:29]2[CH2:28][CH2:27][CH:26]([N:24]3[CH:25]=[C:21]([CH3:20])[N:22]=[N:23]3)[CH2:31][CH2:30]2)=[O:12])=[C:4]([CH2:13][N:14]2[N:18]=[N:17][C:16]([CH3:19])=[N:15]2)[CH:3]=1. The catalyst class is: 3. (2) Reactant: [N+:1]([C:4]1[CH:9]=[CH:8][C:7]([N:10]2[CH:14]3[CH2:15][CH2:16][CH:11]2[CH2:12][CH2:13]3)=[CH:6][C:5]=1[C:17]([F:20])([F:19])[F:18])([O-])=O.CC1CCCO1.[H][H]. Product: [CH:11]12[N:10]([C:7]3[CH:8]=[CH:9][C:4]([NH2:1])=[C:5]([C:17]([F:20])([F:18])[F:19])[CH:6]=3)[CH:14]([CH2:13][CH2:12]1)[CH2:15][CH2:16]2. The catalyst class is: 45. (3) Reactant: [NH:1]1[C:9]2[C:4](=[CH:5][C:6]([NH:10][C:11]3[C:20]4[C:15](=[CH:16][CH:17]=[CH:18][CH:19]=4)[N:14]=[C:13]([C:21]4[CH:22]=[C:23]([CH:29]=[CH:30][CH:31]=4)[O:24][CH2:25][C:26](O)=[O:27])[N:12]=3)=[CH:7][CH:8]=2)[CH:3]=[N:2]1.C1CN([P+](ON2N=NC3C=CC=CC2=3)(N2CCCC2)N2CCCC2)CC1.F[P-](F)(F)(F)(F)F.CCN(C(C)C)C(C)C.[CH3:74][O:75][CH2:76][CH2:77][NH2:78]. Product: [NH:1]1[C:9]2[C:4](=[CH:5][C:6]([NH:10][C:11]3[C:20]4[C:15](=[CH:16][CH:17]=[CH:18][CH:19]=4)[N:14]=[C:13]([C:21]4[CH:22]=[C:23]([CH:29]=[CH:30][CH:31]=4)[O:24][CH2:25][C:26]([NH:78][CH2:77][CH2:76][O:75][CH3:74])=[O:27])[N:12]=3)=[CH:7][CH:8]=2)[CH:3]=[N:2]1. The catalyst class is: 59. (4) Reactant: CS(O[CH2:6][CH:7]([C:13]1[C:22]2[C:17](=[CH:18][CH:19]=[C:20]([O:23][CH3:24])[CH:21]=2)[CH:16]=[CH:15][CH:14]=1)[CH2:8][NH:9][C:10](=[O:12])[CH3:11])(=O)=O.[CH3:25][NH:26][CH2:27][C:28]1[CH:33]=[CH:32][CH:31]=[CH:30][CH:29]=1. Product: [CH2:27]([N:26]([CH3:25])[CH2:6][CH:7]([C:13]1[C:22]2[C:17](=[CH:18][CH:19]=[C:20]([O:23][CH3:24])[CH:21]=2)[CH:16]=[CH:15][CH:14]=1)[CH2:8][NH:9][C:10](=[O:12])[CH3:11])[C:28]1[CH:33]=[CH:32][CH:31]=[CH:30][CH:29]=1. The catalyst class is: 7.